From a dataset of NCI-60 drug combinations with 297,098 pairs across 59 cell lines. Regression. Given two drug SMILES strings and cell line genomic features, predict the synergy score measuring deviation from expected non-interaction effect. Drug 1: CC(C1=C(C=CC(=C1Cl)F)Cl)OC2=C(N=CC(=C2)C3=CN(N=C3)C4CCNCC4)N. Drug 2: CC1=C(C=C(C=C1)NC(=O)C2=CC=C(C=C2)CN3CCN(CC3)C)NC4=NC=CC(=N4)C5=CN=CC=C5. Cell line: HOP-62. Synergy scores: CSS=0.0675, Synergy_ZIP=-1.29, Synergy_Bliss=-4.19, Synergy_Loewe=-5.48, Synergy_HSA=-5.50.